This data is from Peptide-MHC class II binding affinity with 134,281 pairs from IEDB. The task is: Regression. Given a peptide amino acid sequence and an MHC pseudo amino acid sequence, predict their binding affinity value. This is MHC class II binding data. (1) The peptide sequence is GCSSALGSGPYGALG. The MHC is HLA-DQA10501-DQB10402 with pseudo-sequence HLA-DQA10501-DQB10402. The binding affinity (normalized) is 0.367. (2) The peptide sequence is GKSSFCDICGEELPT. The MHC is DRB1_1302 with pseudo-sequence DRB1_1302. The binding affinity (normalized) is 0.0418. (3) The peptide sequence is YCNYTKFWYVNHTLT. The MHC is DRB1_0101 with pseudo-sequence DRB1_0101. The binding affinity (normalized) is 0.455. (4) The peptide sequence is KQCFRKLPVNRPIDW. The MHC is DRB4_0101 with pseudo-sequence DRB4_0103. The binding affinity (normalized) is 0.258.